This data is from Full USPTO retrosynthesis dataset with 1.9M reactions from patents (1976-2016). The task is: Predict the reactants needed to synthesize the given product. The reactants are: [Br:1][C:2]1[CH:3]=[C:4]([OH:9])[CH:5]=[C:6]([Br:8])[CH:7]=1.[F:10][C:11]([F:22])([F:21])[C:12]1[CH:13]=[C:14](B(O)O)[CH:15]=[CH:16][CH:17]=1.C(O)(=O)CC(CC(O)=O)(C(O)=O)O. Given the product [Br:1][C:2]1[CH:3]=[C:4]([O:9][C:16]2[CH:15]=[CH:14][CH:13]=[C:12]([C:11]([F:22])([F:21])[F:10])[CH:17]=2)[CH:5]=[C:6]([Br:8])[CH:7]=1, predict the reactants needed to synthesize it.